This data is from Reaction yield outcomes from USPTO patents with 853,638 reactions. The task is: Predict the reaction yield, written as a fraction of the theoretical maximum amount of product (1.0 means a 100% yield; for example, 0.34 means a 34% yield). (1) The reactants are [C:1]([O:5][C:6]([NH:8][C@@H:9]([CH2:13][C:14]1[CH:19]=[CH:18][C:17]([O:20][CH2:21][C:22]2[CH:27]=[CH:26][CH:25]=[CH:24][CH:23]=2)=[C:16]([O:28][CH2:29][C:30]2[CH:35]=[CH:34][CH:33]=[CH:32][CH:31]=2)[CH:15]=1)[C:10]([OH:12])=[O:11])=[O:7])([CH3:4])([CH3:3])[CH3:2].[C:36]([O:44][CH2:45][C@H:46](O)[CH3:47])(=[O:43])[C:37]1[CH:42]=[CH:41][CH:40]=[CH:39][CH:38]=1.Cl.CN(C)CCCN=C=NCC. The catalyst is CN(C)C1C=CN=CC=1.ClCCl. The product is [C:1]([O:5][C:6]([NH:8][C@@H:9]([CH2:13][C:14]1[CH:19]=[CH:18][C:17]([O:20][CH2:21][C:22]2[CH:27]=[CH:26][CH:25]=[CH:24][CH:23]=2)=[C:16]([O:28][CH2:29][C:30]2[CH:35]=[CH:34][CH:33]=[CH:32][CH:31]=2)[CH:15]=1)[C:10]([O:12][C@H:46]([CH3:47])[CH2:45][O:44][C:36]([C:37]1[CH:42]=[CH:41][CH:40]=[CH:39][CH:38]=1)=[O:43])=[O:11])=[O:7])([CH3:4])([CH3:2])[CH3:3]. The yield is 0.450. (2) The reactants are F[C:2]1[CH:3]=[CH:4][CH:5]=[C:6]2[C:11]=1[N:10]=[CH:9][C:8]([S:12]([C:15]1[CH:20]=[CH:19][CH:18]=[CH:17][CH:16]=1)(=[O:14])=[O:13])=[CH:7]2.C(=O)([O-])[O-].[K+].[K+].[N:27]1[CH:32]=[CH:31][CH:30]=[C:29]([CH2:33][NH2:34])[CH:28]=1. The catalyst is CS(C)=O.C(=O)(O)[O-].[Na+].C(#N)C. The product is [C:15]1([S:12]([C:8]2[CH:9]=[N:10][C:11]3[C:6]([CH:7]=2)=[CH:5][CH:4]=[CH:3][C:2]=3[NH:34][CH2:33][C:29]2[CH:28]=[N:27][CH:32]=[CH:31][CH:30]=2)(=[O:14])=[O:13])[CH:20]=[CH:19][CH:18]=[CH:17][CH:16]=1. The yield is 0.180. (3) The reactants are [Br:1][C:2]1[C:3]([OH:17])=[C:4]2[C:9](=[CH:10][CH:11]=1)[N:8]([C:12]([O:14][CH3:15])=[O:13])[C@@H:7]([CH3:16])[CH2:6][CH2:5]2.[F:18][C:19]1[CH:24]=[CH:23][C:22](B(O)O)=[CH:21][CH:20]=1.C(N(CC)CC)C.N1C=CC=CC=1. The catalyst is ClCCl.C([O-])(=O)C.[Cu+2].C([O-])(=O)C. The product is [Br:1][C:2]1[C:3]([O:17][C:22]2[CH:23]=[CH:24][C:19]([F:18])=[CH:20][CH:21]=2)=[C:4]2[C:9](=[CH:10][CH:11]=1)[N:8]([C:12]([O:14][CH3:15])=[O:13])[C@@H:7]([CH3:16])[CH2:6][CH2:5]2. The yield is 0.690. (4) The reactants are [CH3:1][C@@H:2]1[CH2:7][NH:6][CH2:5][CH2:4][NH:3]1.Br[C:9]1[CH:14]=[CH:13][CH:12]=[CH:11][N:10]=1. No catalyst specified. The product is [CH3:1][C@H:2]1[NH:3][CH2:4][CH2:5][N:6]([C:9]2[CH:14]=[CH:13][CH:12]=[CH:11][N:10]=2)[CH2:7]1. The yield is 0.890. (5) The reactants are [Cl:1][C:2]1[C:3]([N:9]2[CH:13]=[C:12]([CH2:14][CH2:15][CH2:16][O:17]COC)[C:11]([CH:21]([CH3:23])[CH3:22])=[N:10]2)=[N:4][CH:5]=[C:6]([Cl:8])[CH:7]=1.Cl. The catalyst is CO. The product is [Cl:1][C:2]1[C:3]([N:9]2[CH:13]=[C:12]([CH2:14][CH2:15][CH2:16][OH:17])[C:11]([CH:21]([CH3:23])[CH3:22])=[N:10]2)=[N:4][CH:5]=[C:6]([Cl:8])[CH:7]=1. The yield is 0.990. (6) The reactants are [OH:1][CH2:2][CH:3]([CH2:21][OH:22])[CH2:4][O:5][C:6]1[C:13]([C:14]2[S:15][CH:16]=[CH:17][CH:18]=2)=[CH:12][C:9]([CH:10]=O)=[C:8]([O:19][CH3:20])[CH:7]=1.[C:23]([C:26]1[CH:31]=[CH:30][C:29]([S:32]([NH2:35])(=[O:34])=[O:33])=[CH:28][CH:27]=1)(=[O:25])[CH3:24]. No catalyst specified. The product is [OH:1][CH2:2][CH:3]([CH2:21][OH:22])[CH2:4][O:5][C:6]1[C:13]([C:14]2[S:15][CH:16]=[CH:17][CH:18]=2)=[CH:12][C:9](/[CH:10]=[CH:24]/[C:23]([C:26]2[CH:27]=[CH:28][C:29]([S:32]([NH2:35])(=[O:34])=[O:33])=[CH:30][CH:31]=2)=[O:25])=[C:8]([O:19][CH3:20])[CH:7]=1. The yield is 0.720. (7) The reactants are Br[CH2:2]/[CH:3]=[CH:4]/[C:5]([OH:7])=O.Cl.[O:9]1[CH2:15][CH2:14][CH2:13][NH:12][CH2:11][CH2:10]1.CCN(C(C)C)C(C)C.[Cl:25][C:26]1[CH:27]=[C:28]([NH:33][C:34]2[C:39]([C:40]#[N:41])=[CH:38][N:37]=[C:36]3[S:42][C:43]4[CH2:44][NH:45][CH2:46][CH2:47][C:48]=4[C:35]=23)[CH:29]=[CH:30][C:31]=1[Cl:32].CCN=C=NCCCN(C)C. The catalyst is C(Cl)Cl.O. The product is [Cl:25][C:26]1[CH:27]=[C:28]([NH:33][C:34]2[C:39]([C:40]#[N:41])=[CH:38][N:37]=[C:36]3[S:42][C:43]4[CH2:44][N:45]([C:5](=[O:7])/[CH:4]=[CH:3]/[CH2:2][N:12]5[CH2:13][CH2:14][CH2:15][O:9][CH2:10][CH2:11]5)[CH2:46][CH2:47][C:48]=4[C:35]=23)[CH:29]=[CH:30][C:31]=1[Cl:32]. The yield is 0.160. (8) The reactants are C(NC(C)C)(C)C.C([Li])CCC.[C:13]([O:17][C:18]([N:20]([C:28]1[N:33]=[C:32]([O:34][CH3:35])[C:31]([C:36]2[CH:41]=[C:40]([F:42])[CH:39]=[CH:38][C:37]=2[C:43](N(CC)CC)=[O:44])=[C:30]([CH3:50])[N:29]=1)C(OC(C)(C)C)=O)=[O:19])([CH3:16])([CH3:15])[CH3:14]. The catalyst is C1COCC1. The product is [C:13]([O:17][C:18](=[O:19])[NH:20][C:28]1[N:33]=[C:32]([O:34][CH3:35])[C:31]2[C:36]3[CH:41]=[C:40]([F:42])[CH:39]=[CH:38][C:37]=3[C:43]([OH:44])=[CH:50][C:30]=2[N:29]=1)([CH3:16])([CH3:14])[CH3:15]. The yield is 0.370. (9) The reactants are [Br:1][C:2]1[CH:3]=[N:4][N:5]([CH3:25])[C:6]=1[C:7]1[CH:12]=[C:11]([N+:13]([O-])=O)[CH:10]=[CH:9][C:8]=1[O:16][CH2:17][CH2:18][C:19]1[CH:24]=[CH:23][CH:22]=[CH:21][CH:20]=1.O.O.Cl[Sn]Cl. The catalyst is CCO. The product is [Br:1][C:2]1[CH:3]=[N:4][N:5]([CH3:25])[C:6]=1[C:7]1[CH:12]=[C:11]([NH2:13])[CH:10]=[CH:9][C:8]=1[O:16][CH2:17][CH2:18][C:19]1[CH:20]=[CH:21][CH:22]=[CH:23][CH:24]=1.[NH2:13][C:11]1[CH:12]=[CH:7][CH:8]=[CH:9][CH:10]=1. The yield is 0.800.